Dataset: Peptide-MHC class II binding affinity with 134,281 pairs from IEDB. Task: Regression. Given a peptide amino acid sequence and an MHC pseudo amino acid sequence, predict their binding affinity value. This is MHC class II binding data. (1) The peptide sequence is SDQGCSSALGSGPYG. The MHC is DRB1_0901 with pseudo-sequence DRB1_0901. The binding affinity (normalized) is 0.226. (2) The peptide sequence is DGVWEIKSDKPLKGP. The MHC is HLA-DPA10103-DPB10401 with pseudo-sequence HLA-DPA10103-DPB10401. The binding affinity (normalized) is 0.209. (3) The peptide sequence is EAKYDAYVATVSEAL. The MHC is DRB1_1602 with pseudo-sequence DRB1_1602. The binding affinity (normalized) is 0.625. (4) The peptide sequence is LLNRNNSFKPFAEYK. The MHC is DRB1_1501 with pseudo-sequence DRB1_1501. The binding affinity (normalized) is 0.111.